From a dataset of Forward reaction prediction with 1.9M reactions from USPTO patents (1976-2016). Predict the product of the given reaction. (1) Given the reactants [C:1]1([S:7]([N:10]2[C:18]3[C:13](=[CH:14][C:15]([CH:19]=[O:20])=[CH:16][CH:17]=3)[CH:12]=[C:11]2[C:21]2[CH:26]=[CH:25][CH:24]=[CH:23][CH:22]=2)(=[O:9])=[O:8])[CH:6]=[CH:5][CH:4]=[CH:3][CH:2]=1.[BH4-].[Na+].[Cl-].[NH4+], predict the reaction product. The product is: [C:1]1([S:7]([N:10]2[C:18]3[C:13](=[CH:14][C:15]([CH2:19][OH:20])=[CH:16][CH:17]=3)[CH:12]=[C:11]2[C:21]2[CH:22]=[CH:23][CH:24]=[CH:25][CH:26]=2)(=[O:8])=[O:9])[CH:6]=[CH:5][CH:4]=[CH:3][CH:2]=1. (2) Given the reactants [O:1]1[C:6]2[CH:7]=[CH:8][CH:9]=[CH:10][C:5]=2[O:4][CH2:3][C@@H:2]1[C:11]([N:13]1[CH2:18][CH2:17][CH2:16][C@@H:15]([C:19]2[CH:24]=[CH:23][CH:22]=[CH:21][C:20]=2[F:25])[CH2:14]1)=O, predict the reaction product. The product is: [O:1]1[C:6]2[CH:7]=[CH:8][CH:9]=[CH:10][C:5]=2[O:4][CH2:3][C@@H:2]1[CH2:11][N:13]1[CH2:18][CH2:17][CH2:16][C@@H:15]([C:19]2[CH:24]=[CH:23][CH:22]=[CH:21][C:20]=2[F:25])[CH2:14]1. (3) Given the reactants CO[C:3]1[C:8]([C:9](=O)[CH2:10][C:11]#[N:12])=[CH:7][CH:6]=[C:5]([CH3:14])[N:4]=1.[OH2:15].[NH2:16][NH2:17].[C:18](O)(=O)C, predict the reaction product. The product is: [CH3:18][O:15][C:3]1[C:8]([C:9]2[CH:10]=[C:11]([NH2:12])[NH:16][N:17]=2)=[CH:7][CH:6]=[C:5]([CH3:14])[N:4]=1. (4) The product is: [C:31]1([CH3:41])[CH:32]=[CH:33][C:34]([S:37]([OH:40])(=[O:38])=[O:39])=[CH:35][CH:36]=1.[N:1]1[CH:6]=[CH:5][CH:4]=[C:3]([CH2:7][C@H:8]2[C@H:13]([NH:14][C:15]([C:17]3[O:18][C:19]4[CH:25]=[CH:24][CH:23]=[CH:22][C:20]=4[CH:21]=3)=[O:16])[CH:12]3[CH2:26][CH2:27][N:9]2[CH2:10][CH2:11]3)[CH:2]=1. Given the reactants [N:1]1[CH:6]=[CH:5][CH:4]=[C:3]([CH2:7][C@H:8]2[C@H:13]([NH:14][C:15]([C:17]3[O:18][C:19]4[CH:25]=[CH:24][CH:23]=[CH:22][C:20]=4[CH:21]=3)=[O:16])[CH:12]3[CH2:26][CH2:27][N:9]2[CH2:10][CH2:11]3)[CH:2]=1.ClCCl.[C:31]1([CH3:41])[CH:36]=[CH:35][C:34]([S:37]([OH:40])(=[O:39])=[O:38])=[CH:33][CH:32]=1.C(OC(C)C)(=O)C, predict the reaction product. (5) Given the reactants [NH2:1][C:2]1[CH:7]=[CH:6][C:5]([CH2:8][N:9]2[CH2:14][CH2:13][N:12]([C:15]([O:17][C:18]([CH3:21])([CH3:20])[CH3:19])=[O:16])[C@@H:11]([CH3:22])[CH2:10]2)=[CH:4][CH:3]=1.[CH:23](=O)[CH3:24].C(O[BH-](OC(=O)C)OC(=O)C)(=O)C.[Na+].C(N(CC)CC)C.C([O-])(O)=O.[Na+], predict the reaction product. The product is: [CH2:23]([NH:1][C:2]1[CH:7]=[CH:6][C:5]([CH2:8][N:9]2[CH2:14][CH2:13][N:12]([C:15]([O:17][C:18]([CH3:21])([CH3:20])[CH3:19])=[O:16])[C@@H:11]([CH3:22])[CH2:10]2)=[CH:4][CH:3]=1)[CH3:24]. (6) Given the reactants Br[C:2]1[CH:3]=[C:4]([N:22]([CH:24]2[CH2:28][CH2:27][CH2:26][CH2:25]2)[CH3:23])[C:5]([CH3:21])=[C:6]([CH:20]=1)[C:7]([NH:9][CH2:10][C:11]1[C:12](=[O:19])[NH:13][C:14]([CH3:18])=[CH:15][C:16]=1[CH3:17])=[O:8].[CH:29]([C:31]1[N:36]=[CH:35][C:34](B(O)O)=[CH:33][CH:32]=1)=[O:30].C([O-])([O-])=O.[Na+].[Na+], predict the reaction product. The product is: [CH:24]1([N:22]([CH3:23])[C:4]2[C:5]([CH3:21])=[C:6]([CH:20]=[C:2]([C:34]3[CH:35]=[N:36][C:31]([CH:29]=[O:30])=[CH:32][CH:33]=3)[CH:3]=2)[C:7]([NH:9][CH2:10][C:11]2[C:12](=[O:19])[NH:13][C:14]([CH3:18])=[CH:15][C:16]=2[CH3:17])=[O:8])[CH2:28][CH2:27][CH2:26][CH2:25]1. (7) The product is: [Cl:2][C:3]1[CH:4]=[C:5]2[C:9](=[CH:10][CH:11]=1)[NH:8][CH:7]=[C:6]2[CH2:12][CH2:13][NH:14][C:61]([CH:58]1[CH2:59][CH2:60][N:56]([C:53]2[CH:54]=[CH:55][C:50]([O:49][CH3:48])=[CH:51][CH:52]=2)[C:57]1=[O:64])=[O:62]. Given the reactants Cl.[Cl:2][C:3]1[CH:4]=[C:5]2[C:9](=[CH:10][CH:11]=1)[NH:8][CH:7]=[C:6]2[CH2:12][CH2:13][NH2:14].C1CN([P+](ON2N=NC3C=CC=CC2=3)(N2CCCC2)N2CCCC2)CC1.F[P-](F)(F)(F)(F)F.[CH3:48][O:49][C:50]1[CH:55]=[CH:54][C:53]([N:56]2[CH2:60][CH2:59][CH:58]([C:61](O)=[O:62])[C:57]2=[O:64])=[CH:52][CH:51]=1, predict the reaction product. (8) Given the reactants [N+:1]([C:4]1[CH:5]=[C:6](/[CH:10]=[CH:11]/[C:12]2[CH:17]=[CH:16][N:15]=[CH:14][CH:13]=2)[CH:7]=[CH:8][CH:9]=1)([O-])=O.O.O.[Sn](Cl)Cl, predict the reaction product. The product is: [N:15]1[CH:16]=[CH:17][C:12](/[CH:11]=[CH:10]/[C:6]2[CH:5]=[C:4]([NH2:1])[CH:9]=[CH:8][CH:7]=2)=[CH:13][CH:14]=1.